This data is from Peptide-MHC class I binding affinity with 185,985 pairs from IEDB/IMGT. The task is: Regression. Given a peptide amino acid sequence and an MHC pseudo amino acid sequence, predict their binding affinity value. This is MHC class I binding data. The peptide sequence is HPPHLKSARNF. The MHC is Mamu-A01 with pseudo-sequence Mamu-A01. The binding affinity (normalized) is 0.